From a dataset of Reaction yield outcomes from USPTO patents with 853,638 reactions. Predict the reaction yield, written as a fraction of the theoretical maximum amount of product (1.0 means a 100% yield; for example, 0.34 means a 34% yield). (1) The catalyst is CN(C=O)C. The product is [NH:22]1[C:26]2[CH:27]=[CH:28][CH:29]=[CH:30][C:25]=2[N:24]=[C:23]1[C:31]1[CH:40]=[CH:39][C:34]([C:35]2[N:36]=[C:1]([C:2]3[CH:3]=[CH:4][CH:5]=[CH:6][CH:7]=3)[O:9][N:37]=2)=[CH:33][CH:32]=1. The yield is 0.590. The reactants are [C:1]([OH:9])(=O)[C:2]1[CH:7]=[CH:6][CH:5]=[CH:4][CH:3]=1.C(C1NC=CN=1)(C1NC=CN=1)=O.[NH:22]1[C:26]2[CH:27]=[CH:28][CH:29]=[CH:30][C:25]=2[N:24]=[C:23]1[C:31]1[CH:40]=[CH:39][C:34](/[C:35](=[N:37]/O)/[NH2:36])=[CH:33][CH:32]=1. (2) The reactants are [NH2:1][CH2:2][C:3]1[CH:4]=[N:5][CH:6]=[CH:7][CH:8]=1.[Br:9][C:10]1[S:14][C:13]([S:15](Cl)(=[O:17])=[O:16])=[CH:12][CH:11]=1.C(N(CC)CC)C. The catalyst is C1COCC1. The product is [N:5]1[CH:6]=[CH:7][CH:8]=[C:3]([CH2:2][NH:1][S:15]([C:13]2[S:14][C:10]([Br:9])=[CH:11][CH:12]=2)(=[O:17])=[O:16])[CH:4]=1. The yield is 0.970.